From a dataset of Full USPTO retrosynthesis dataset with 1.9M reactions from patents (1976-2016). Predict the reactants needed to synthesize the given product. The reactants are: [N:1]1[CH:6]=[CH:5][CH:4]=[CH:3][C:2]=1[O:7][CH2:8][C:9]1[CH:14]=[CH:13][C:12]([CH:15]2[O:17][CH:16]2C([O-])=O)=[CH:11][CH:10]=1.[Na+].C1(C)C=CC=CC=1.O.C(O)(=O)C. Given the product [N:1]1[CH:6]=[CH:5][CH:4]=[CH:3][C:2]=1[O:7][CH2:8][C:9]1[CH:14]=[CH:13][C:12]([CH2:15][CH:16]=[O:17])=[CH:11][CH:10]=1, predict the reactants needed to synthesize it.